From a dataset of Reaction yield outcomes from USPTO patents with 853,638 reactions. Predict the reaction yield, written as a fraction of the theoretical maximum amount of product (1.0 means a 100% yield; for example, 0.34 means a 34% yield). (1) The reactants are [Cl:1][C:2]1[CH:7]=[CH:6][CH:5]=[CH:4][C:3]=1B(O)O.C(=O)([O-])[O-].[Cs+].[Cs+].Br[C:18]1[CH:41]=[CH:40][C:21]([O:22][CH2:23][C:24]2([C:37]([OH:39])=[O:38])[CH2:27][N:26]([C:28](=[O:36])[C:29]3[CH:34]=[CH:33][C:32]([F:35])=[CH:31][CH:30]=3)[CH2:25]2)=[CH:20][CH:19]=1. The catalyst is O1CCOCC1.O.C1C=CC([P]([Pd]([P](C2C=CC=CC=2)(C2C=CC=CC=2)C2C=CC=CC=2)([P](C2C=CC=CC=2)(C2C=CC=CC=2)C2C=CC=CC=2)[P](C2C=CC=CC=2)(C2C=CC=CC=2)C2C=CC=CC=2)(C2C=CC=CC=2)C2C=CC=CC=2)=CC=1. The product is [Cl:1][C:2]1[CH:7]=[CH:6][CH:5]=[CH:4][C:3]=1[C:18]1[CH:41]=[CH:40][C:21]([O:22][CH2:23][C:24]2([C:37]([OH:39])=[O:38])[CH2:25][N:26]([C:28](=[O:36])[C:29]3[CH:30]=[CH:31][C:32]([F:35])=[CH:33][CH:34]=3)[CH2:27]2)=[CH:20][CH:19]=1. The yield is 0.710. (2) The reactants are [CH2:1]([C@@:8]12[CH2:21][CH2:20][C@:19]([O:26][Si:27]([CH2:32][CH3:33])([CH2:30][CH3:31])[CH2:28][CH3:29])([C:22]([F:25])([F:24])[F:23])[CH2:18][C@H:17]1C=C(C)[C:14]1[CH:13]=[C:12]([C:35]([NH:37][C:38]3[C:39]([CH3:44])=[N:40][CH:41]=[CH:42][CH:43]=3)=[O:36])[CH:11]=[CH:10][C:9]2=1)[C:2]1[CH:7]=[CH:6][CH:5]=[CH:4][CH:3]=1.[O:45]=O.C1(P([C:60]2[CH:65]=CC=CC=2)C2C=CC=CC=2)C=CC=CC=1.[OH-].[Na+].[C:68]([O-:71])(O)=O.[Na+]. The catalyst is O.CO.C(Cl)Cl. The product is [CH3:44][C:39]1[C:38]([NH:37][C:35]([C:12]2[CH:13]=[CH:14][C:9]3[C@:8]4([CH2:1][C:2]5[CH:7]=[CH:6][CH:5]=[CH:4][CH:3]=5)[CH2:21][CH2:20][C@:19]([O:26][Si:27]([CH2:32][CH3:33])([CH2:28][CH3:29])[CH2:30][CH3:31])([C:22]([F:23])([F:24])[F:25])[CH2:18][C@H:17]4[CH:65]([OH:45])[CH2:60][C:68](=[O:71])[C:10]=3[CH:11]=2)=[O:36])=[CH:43][CH:42]=[CH:41][N:40]=1. The yield is 0.630. (3) The reactants are CS[C:3]1[N:4]=[C:5]([NH:14][C:15]2[CH:20]=[CH:19][CH:18]=[C:17]([Br:21])[CH:16]=2)[C:6]2[C:12](=[O:13])[NH:11][CH:10]=[CH:9][C:7]=2[N:8]=1.C([NH:29][CH:30]1[CH2:35][CH2:34][NH:33][CH2:32][CH2:31]1)(OC(C)(C)C)=O.[ClH:36]. The catalyst is O1CCOCC1. The product is [ClH:36].[NH2:29][CH:30]1[CH2:35][CH2:34][N:33]([C:3]2[N:4]=[C:5]([NH:14][C:15]3[CH:20]=[CH:19][CH:18]=[C:17]([Br:21])[CH:16]=3)[C:6]3[C:12](=[O:13])[NH:11][CH:10]=[CH:9][C:7]=3[N:8]=2)[CH2:32][CH2:31]1. The yield is 0.150. (4) The reactants are [C:1]([C:5]1[O:9][C:8]([NH2:10])=[N:7][N:6]=1)([CH3:4])([CH3:3])[CH3:2].CCN(CC)CC.Cl[C:19]([O:21][CH2:22][C:23]([Cl:26])([Cl:25])[Cl:24])=[O:20]. The catalyst is CC#N. The product is [Cl:24][C:23]([Cl:26])([Cl:25])[CH2:22][O:21][C:19](=[O:20])[NH:10][C:8]1[O:9][C:5]([C:1]([CH3:4])([CH3:3])[CH3:2])=[N:6][N:7]=1. The yield is 0.730.